This data is from Catalyst prediction with 721,799 reactions and 888 catalyst types from USPTO. The task is: Predict which catalyst facilitates the given reaction. (1) Reactant: [F:1][C:2]1[CH:3]=[C:4]([N:8]2[CH2:12][C@@H:11]([CH2:13][OH:14])[O:10][C:9]2=[O:15])[CH:5]=[CH:6][CH:7]=1.[I:16]N1C(=O)CCC1=O. Product: [F:1][C:2]1[CH:3]=[C:4]([N:8]2[CH2:12][C@H:11]([CH2:13][OH:14])[O:10][C:9]2=[O:15])[CH:5]=[CH:6][C:7]=1[I:16]. The catalyst class is: 55. (2) Reactant: [OH-].[Na+].[CH3:3][N:4]([CH3:44])[CH2:5][C:6]([CH3:43])([CH3:42])[CH2:7][O:8][C:9]1[CH:14]=[C:13]([CH3:15])[C:12]([C:16]2[CH:24]=[CH:23][C:22]([F:25])=[C:21]3[C:17]=2[CH2:18][CH2:19][C@H:20]3[O:26][C:27]2[CH:40]=[CH:39][C:30]3[C@H:31]([CH2:34][C:35]([O:37]C)=[O:36])[CH2:32][O:33][C:29]=3[CH:28]=2)=[C:11]([CH3:41])[CH:10]=1.Cl. Product: [CH3:44][N:4]([CH3:3])[CH2:5][C:6]([CH3:42])([CH3:43])[CH2:7][O:8][C:9]1[CH:10]=[C:11]([CH3:41])[C:12]([C:16]2[CH:24]=[CH:23][C:22]([F:25])=[C:21]3[C:17]=2[CH2:18][CH2:19][C@H:20]3[O:26][C:27]2[CH:40]=[CH:39][C:30]3[C@H:31]([CH2:34][C:35]([OH:37])=[O:36])[CH2:32][O:33][C:29]=3[CH:28]=2)=[C:13]([CH3:15])[CH:14]=1. The catalyst class is: 5. (3) Reactant: [OH:1][CH2:2][CH2:3][N:4]1[CH2:9][CH2:8][O:7][CH2:6][CH:5]1[CH2:10][CH2:11][CH2:12][CH:13]([CH2:17][CH2:18][CH3:19])[CH2:14][CH2:15][CH3:16].[ClH:20]. Product: [ClH:20].[OH:1][CH2:2][CH2:3][N:4]1[CH2:9][CH2:8][O:7][CH2:6][CH:5]1[CH2:10][CH2:11][CH2:12][CH:13]([CH2:14][CH2:15][CH3:16])[CH2:17][CH2:18][CH3:19]. The catalyst class is: 824. (4) Reactant: [CH3:1][C:2]1[C:7]([B:8]2[O:12][C:11]([CH3:14])([CH3:13])[C:10]([CH3:16])([CH3:15])[O:9]2)=[CH:6][CH:5]=[CH:4][C:3]=1[NH2:17].C(N(CC)CC)C.[CH:25]([O:28][C:29]1[CH:37]=[CH:36][C:32]([C:33](O)=[O:34])=[CH:31][CH:30]=1)([CH3:27])[CH3:26].CN(C(ON1N=NC2C=CC=NC1=2)=[N+](C)C)C.F[P-](F)(F)(F)(F)F. Product: [CH:25]([O:28][C:29]1[CH:37]=[CH:36][C:32]([C:33]([NH:17][C:3]2[CH:4]=[CH:5][CH:6]=[C:7]([B:8]3[O:12][C:11]([CH3:13])([CH3:14])[C:10]([CH3:16])([CH3:15])[O:9]3)[C:2]=2[CH3:1])=[O:34])=[CH:31][CH:30]=1)([CH3:27])[CH3:26]. The catalyst class is: 3.